Dataset: Forward reaction prediction with 1.9M reactions from USPTO patents (1976-2016). Task: Predict the product of the given reaction. (1) Given the reactants [CH3:1][NH:2][C:3]([C:5]12[CH2:12][CH2:11][C:8]([C:13]([O:15][CH3:16])=[O:14])([CH2:9][CH2:10]1)[CH2:7][CH2:6]2)=O.C(Cl)(=O)C(Cl)=O.CN(C=O)C.[F:28][C:29]([F:42])([F:41])[C:30]1[CH:35]=[CH:34][CH:33]=[CH:32][C:31]=1[C:36]1NN=[N:38][N:37]=1, predict the reaction product. The product is: [CH3:1][N:2]1[C:36]([C:31]2[CH:32]=[CH:33][CH:34]=[CH:35][C:30]=2[C:29]([F:28])([F:42])[F:41])=[N:37][N:38]=[C:3]1[C:5]12[CH2:12][CH2:11][C:8]([C:13]([O:15][CH3:16])=[O:14])([CH2:9][CH2:10]1)[CH2:7][CH2:6]2. (2) Given the reactants C([N:8](CC1C=CC=CC=1)[C@@H:9]1[C:15](=[O:16])[NH:14][C:13]2[CH:17]=[C:18]([F:21])[CH:19]=[CH:20][C:12]=2[O:11][C@@H:10]1[C:22]([F:25])([F:24])[F:23])C1C=CC=CC=1, predict the reaction product. The product is: [NH2:8][C@@H:9]1[C:15](=[O:16])[NH:14][C:13]2[CH:17]=[C:18]([F:21])[CH:19]=[CH:20][C:12]=2[O:11][C@@H:10]1[C:22]([F:25])([F:24])[F:23]. (3) Given the reactants [Cl:1][C:2]1[S:6][C:5]([S:7]([NH:10][C:11]([NH:13][CH2:14][CH3:15])=[NH:12])(=[O:9])=[O:8])=[C:4](B(O)O)[CH:3]=1.N1C=CC=CC=1, predict the reaction product. The product is: [Cl:1][C:2]1[S:6][C:5]2[S:7](=[O:9])(=[O:8])[N:10]=[C:11]([NH:13][CH2:14][CH3:15])[NH:12][C:4]=2[CH:3]=1. (4) The product is: [CH3:1][C:2]1([CH3:13])[CH2:7][CH2:6][CH2:5][C:4]2[N:15]=[CH:11][CH:10]=[CH:9][C:3]1=2. Given the reactants [CH3:1][C:2]1([CH3:13])[CH2:7][CH2:6][CH2:5][C:4](=O)[CH:3]1[CH2:9][CH2:10][CH:11]=O.Cl.[NH2:15]O, predict the reaction product. (5) Given the reactants [Cl:1][C:2]1[CH:3]=[C:4]([OH:21])[C:5]([NH:8]S(CC2C=C(Cl)C=C(Cl)C=2)(=O)=O)=[N:6][CH:7]=1.[Cl:22][C:23]1[CH:28]=[CH:27][CH:26]=[C:25]([Cl:29])[C:24]=1[CH2:30][S:31](Cl)(=[O:33])=[O:32].ClC1C=C(CS(Cl)(=O)=O)C=C(Cl)C=1, predict the reaction product. The product is: [Cl:1][C:2]1[CH:3]=[C:4]([OH:21])[C:5]([NH:8][S:31]([CH2:30][C:24]2[C:23]([Cl:22])=[CH:28][CH:27]=[CH:26][C:25]=2[Cl:29])(=[O:33])=[O:32])=[N:6][CH:7]=1. (6) Given the reactants N1C=CC=CC=1.[NH:7]1[CH2:10][CH:9]([C:11]2[N:16]=[CH:15][C:14]([N:17]([CH3:28])[C:18]3[N:23]=[CH:22][C:21]4[N:24]=[CH:25][N:26]([CH3:27])[C:20]=4[CH:19]=3)=[C:13]([CH2:29][CH3:30])[CH:12]=2)[CH2:8]1.[CH:31]([S:34](Cl)(=[O:36])=[O:35])([CH3:33])[CH3:32], predict the reaction product. The product is: [CH2:29]([C:13]1[CH:12]=[C:11]([CH:9]2[CH2:8][N:7]([S:34]([CH:31]([CH3:33])[CH3:32])(=[O:36])=[O:35])[CH2:10]2)[N:16]=[CH:15][C:14]=1[N:17]([CH3:28])[C:18]1[N:23]=[CH:22][C:21]2[N:24]=[CH:25][N:26]([CH3:27])[C:20]=2[CH:19]=1)[CH3:30]. (7) Given the reactants Cl[C:2]1[S:3][C:4]2[CH:10]=[C:9]([C:11]([NH2:13])=[O:12])[CH:8]=[CH:7][C:5]=2[N:6]=1.CC1(C)COB([C:21]2[CH:22]=[CH:23][C:24]([CH2:27][NH:28][C:29](=[O:35])[O:30][C:31]([CH3:34])([CH3:33])[CH3:32])=[N:25][CH:26]=2)OC1.C([O-])([O-])=O.[K+].[K+], predict the reaction product. The product is: [C:11]([C:9]1[CH:8]=[CH:7][C:5]2[N:6]=[C:2]([C:21]3[CH:22]=[CH:23][C:24]([CH2:27][NH:28][C:29](=[O:35])[O:30][C:31]([CH3:33])([CH3:32])[CH3:34])=[N:25][CH:26]=3)[S:3][C:4]=2[CH:10]=1)(=[O:12])[NH2:13]. (8) Given the reactants Br[CH2:2][C:3]([C@H:5]1[C@@H:9]2[C@@H:10]3[C@@:23]([CH3:26])([CH2:24][CH2:25][C@@:8]2([C:44]([O:46][Si](C(C)(C)C)(C)C)=[O:45])[CH2:7][CH2:6]1)[C@@:22]1([CH3:27])[C@@H:13]([C@:14]2([CH3:43])[C@@H:19]([CH2:20][CH2:21]1)[C:18]([CH3:29])([CH3:28])[C:17]([C:30]1[CH:35]=[CH:34][C:33]([C:36]([O:38][C:39]([CH3:42])([CH3:41])[CH3:40])=[O:37])=[CH:32][CH:31]=1)=[CH:16][CH2:15]2)[CH2:12][CH2:11]3)=[CH2:4].[CH3:54][NH:55][CH3:56], predict the reaction product. The product is: [C:39]([O:38][C:36]([C:33]1[CH:34]=[CH:35][C:30]([C:17]2[C:18]([CH3:28])([CH3:29])[C@H:19]3[C@:14]([CH3:43])([CH2:15][CH:16]=2)[C@@H:13]2[C@:22]([CH3:27])([C@@:23]4([CH3:26])[C@H:10]([CH2:11][CH2:12]2)[C@H:9]2[C@H:5]([C:3]([CH2:2][N:55]([CH3:56])[CH3:54])=[CH2:4])[CH2:6][CH2:7][C@:8]2([C:44]([OH:46])=[O:45])[CH2:25][CH2:24]4)[CH2:21][CH2:20]3)=[CH:31][CH:32]=1)=[O:37])([CH3:41])([CH3:42])[CH3:40]. (9) Given the reactants [CH3:1][O:2][C:3]1[CH:4]=[C:5]2[C:10](=[CH:11][CH:12]=1)[C:9]([C:13](=[O:29])[C:14]1[CH:19]=[CH:18][C:17]([O:20][CH2:21][CH2:22][N:23]3[CH2:28][CH2:27][CH2:26][CH2:25][CH2:24]3)=[CH:16][CH:15]=1)=[C:8](OS(C(F)(F)F)(=O)=O)[CH:7]=[CH:6]2.[F:38][C:39]1[CH:44]=[C:43]([F:45])[CH:42]=[CH:41][C:40]=1B(O)O.C(=O)([O-])[O-].[Na+].[Na+].C1(P(C2C=CC=CC=2)C2C=CC=CC=2)C=CC=CC=1.C(=O)(O)[O-].[Na+], predict the reaction product. The product is: [F:38][C:39]1[CH:44]=[C:43]([F:45])[CH:42]=[CH:41][C:40]=1[C:8]1[CH:7]=[CH:6][C:5]2[C:10](=[CH:11][CH:12]=[C:3]([O:2][CH3:1])[CH:4]=2)[C:9]=1[C:13]([C:14]1[CH:19]=[CH:18][C:17]([O:20][CH2:21][CH2:22][N:23]2[CH2:28][CH2:27][CH2:26][CH2:25][CH2:24]2)=[CH:16][CH:15]=1)=[O:29].